Dataset: Catalyst prediction with 721,799 reactions and 888 catalyst types from USPTO. Task: Predict which catalyst facilitates the given reaction. (1) Reactant: CO[C:3](=[O:37])[C:4]1[CH:9]=[CH:8][C:7]([CH2:10][N:11]2[CH:16]=[CH:15][C:14]([C:17]3[C:26]4[C:21](=[CH:22][C:23]([O:32][CH3:33])=[C:24]5[O:29][C:28]([CH3:31])([CH3:30])[CH2:27][C:25]5=4)[CH2:20][C:19]([CH3:35])([CH3:34])[N:18]=3)=[CH:13][C:12]2=[O:36])=[CH:6][CH:5]=1.[NH2:38][CH2:39][CH2:40][OH:41]. Product: [OH:41][CH2:40][CH2:39][NH:38][C:3](=[O:37])[C:4]1[CH:5]=[CH:6][C:7]([CH2:10][N:11]2[CH:16]=[CH:15][C:14]([C:17]3[C:26]4[C:21](=[CH:22][C:23]([O:32][CH3:33])=[C:24]5[O:29][C:28]([CH3:31])([CH3:30])[CH2:27][C:25]5=4)[CH2:20][C:19]([CH3:35])([CH3:34])[N:18]=3)=[CH:13][C:12]2=[O:36])=[CH:8][CH:9]=1. The catalyst class is: 113. (2) Reactant: [Cl:1][C:2]1[CH:7]=[C:6]([N+:8]([O-:10])=[O:9])[CH:5]=[CH:4][C:3]=1F.[C:12]([NH:16][C:17]([C:19]1[CH:24]=[CH:23][C:22]([OH:25])=[CH:21][N:20]=1)=[O:18])([CH3:15])([CH3:14])[CH3:13].C(=O)([O-])[O-].[K+].[K+].O. Product: [C:12]([NH:16][C:17]([C:19]1[CH:24]=[CH:23][C:22]([O:25][C:3]2[CH:4]=[CH:5][C:6]([N+:8]([O-:10])=[O:9])=[CH:7][C:2]=2[Cl:1])=[CH:21][N:20]=1)=[O:18])([CH3:15])([CH3:13])[CH3:14]. The catalyst class is: 9. (3) Reactant: Br[C:2]1[CH:7]=[CH:6][C:5]([NH:8][C:9](=[O:15])[O:10][C:11]([CH3:14])([CH3:13])[CH3:12])=[C:4]([N+:16]([O-])=O)[CH:3]=1.[S:19]1[CH:23]=[CH:22][CH:21]=[C:20]1B(O)O.C([O-])([O-])=O.[K+].[K+]. Product: [C:11]([O:10][C:9](=[O:15])[NH:8][C:5]1[CH:6]=[CH:7][C:2]([C:20]2[S:19][CH:23]=[CH:22][CH:21]=2)=[CH:3][C:4]=1[NH2:16])([CH3:14])([CH3:13])[CH3:12]. The catalyst class is: 708.